Dataset: Full USPTO retrosynthesis dataset with 1.9M reactions from patents (1976-2016). Task: Predict the reactants needed to synthesize the given product. (1) Given the product [Br:1][C:2]1[CH:3]=[C:4]([N:9]2[CH2:10][C@@H:11]([CH3:32])[N:12]([S:16]([C:19]3[CH:27]=[CH:26][CH:25]=[C:24]4[C:20]=3[CH2:21][CH:22]([C:28]([OH:30])=[O:29])[CH2:23]4)(=[O:18])=[O:17])[C@@H:13]([CH3:15])[CH2:14]2)[CH:5]=[CH:6][C:7]=1[Cl:8], predict the reactants needed to synthesize it. The reactants are: [Br:1][C:2]1[CH:3]=[C:4]([N:9]2[CH2:14][C@@H:13]([CH3:15])[N:12]([S:16]([C:19]3[CH:27]=[CH:26][CH:25]=[C:24]4[C:20]=3[CH2:21][CH:22]([C:28]([O:30]C)=[O:29])[CH2:23]4)(=[O:18])=[O:17])[C@@H:11]([CH3:32])[CH2:10]2)[CH:5]=[CH:6][C:7]=1[Cl:8].[Li+].[OH-].O1CCCC1.FC(F)(F)C1C=CC(C2CCNCC=2)=CC=1. (2) Given the product [C:9]1([C:2]2[C:3]([NH2:8])=[N:4][CH:5]=[CH:6][CH:7]=2)[CH2:14][CH2:13][CH2:12][CH2:11][CH:10]=1, predict the reactants needed to synthesize it. The reactants are: Br[C:2]1[C:3]([NH2:8])=[N:4][CH:5]=[CH:6][CH:7]=1.[C:9]1(B2OC(C)(C)C(C)(C)O2)[CH2:14][CH2:13][CH2:12][CH2:11][CH:10]=1.C(=O)([O-])[O-].[Cs+].[Cs+].O1CCOCC1. (3) Given the product [CH3:15][C:16]1[CH:20]=[C:19]([NH:21][C:2]2[C:3]3[CH2:14][O:13][CH2:12][C:4]=3[N:5]=[C:6]([S:8]([CH3:11])(=[O:10])=[O:9])[N:7]=2)[NH:18][N:17]=1, predict the reactants needed to synthesize it. The reactants are: Cl[C:2]1[C:3]2[CH2:14][O:13][CH2:12][C:4]=2[N:5]=[C:6]([S:8]([CH3:11])(=[O:10])=[O:9])[N:7]=1.[CH3:15][C:16]1[CH:20]=[C:19]([NH2:21])[NH:18][N:17]=1.C(N(C(C)C)CC)(C)C.[I-].[Na+]. (4) Given the product [F:1][C:2]1[CH:10]=[CH:9][CH:8]=[C:7]2[C:3]=1[C:4]([C:12]([OH:15])=[O:13])=[CH:5][N:6]2[CH3:11], predict the reactants needed to synthesize it. The reactants are: [F:1][C:2]1[CH:10]=[CH:9][CH:8]=[C:7]2[C:3]=1[C:4]([CH:12]=[O:13])=[CH:5][N:6]2[CH3:11].[Mn]([O-])(=O)(=O)=[O:15].[K+]. (5) Given the product [CH3:16][C:17]([NH:19][C@H:20]1[C@H:25]([C@H:26]([OH:31])[C@H:27]([OH:30])[CH2:28][OH:29])[O:24][C@:23]([O:35][P:36]([O:39][CH2:40][C@H:41]2[O:45][C@@H:44]([N:46]3[C:51](=[O:52])[N:50]=[C:49]([NH2:53])[CH:48]=[CH:47]3)[C@H:43]([OH:54])[C@@H:42]2[OH:55])([OH:38])=[O:37])([C:32]([OH:34])=[O:33])[CH2:22][C@@H:21]1[OH:56])=[O:18], predict the reactants needed to synthesize it. The reactants are: OC1O[C@H](CO)[C@@H](O)[C@H](O)[C@@H]1NC(C)=O.[CH3:16][C:17]([NH:19][CH:20]1[CH:25]([CH:26]([OH:31])[CH:27]([OH:30])[CH2:28][OH:29])[O:24][C:23]([O:35][P:36]([O:39][CH2:40][C@H:41]2[O:45][C@@H:44]([N:46]3[C:51](=[O:52])[N:50]=[C:49]([NH2:53])[CH:48]=[CH:47]3)[C@H:43]([OH:54])[C@@H:42]2[OH:55])([O-:38])=[O:37])([C:32]([OH:34])=[O:33])[CH2:22][CH:21]1[OH:56])=[O:18].[Na+].C1[C@@](OP(OC[C@H]2O[C@@H](N3C(=O)N=C(N)C=C3)[C@H](O)[C@@H]2O)([O-])=O)(C([O-])=O)O[C@@H]([C@H](O)[C@H](O)CO)[C@H](O)[C@H]1O. (6) Given the product [CH3:1][N:2]1[C:6]2[CH:7]=[CH:8][C:9]([N:11]3[CH:16]=[C:15]([C:17]([O:19][CH2:20][CH3:21])=[O:18])[C:14](=[O:22])[N:13]([C@@H:31]4[C:32]5[C:28](=[C:27]([C:26]([F:25])([F:37])[F:38])[CH:35]=[CH:34][CH:33]=5)[CH2:29][CH2:30]4)[C:12]3=[O:23])=[CH:10][C:5]=2[O:4][C:3]1=[O:24], predict the reactants needed to synthesize it. The reactants are: [CH3:1][N:2]1[C:6]2[CH:7]=[CH:8][C:9]([N:11]3[CH:16]=[C:15]([C:17]([O:19][CH2:20][CH3:21])=[O:18])[C:14](=[O:22])[NH:13][C:12]3=[O:23])=[CH:10][C:5]=2[O:4][C:3]1=[O:24].[F:25][C:26]([F:38])([F:37])[C:27]1[CH:35]=[CH:34][CH:33]=[C:32]2[C:28]=1[CH2:29][CH2:30][C@H:31]2O.C1(P(C2C=CC=CC=2)C2C=CC=CC=2)C=CC=CC=1.N(C(OC(C)C)=O)=NC(OC(C)C)=O.Cl. (7) Given the product [CH:1]1([CH2:6][CH2:7][C:8]([NH:11][C:12]2[C:20]([C:21]([O:23][CH3:24])=[O:22])=[C:15]3[N:16]=[CH:17][CH:18]=[CH:19][N:14]3[N:13]=2)=[O:9])[CH2:5][CH2:4][CH2:3][CH2:2]1, predict the reactants needed to synthesize it. The reactants are: [CH:1]1([CH2:6][CH2:7][C:8](Cl)=[O:9])[CH2:5][CH2:4][CH2:3][CH2:2]1.[NH2:11][C:12]1[C:20]([C:21]([O:23][CH3:24])=[O:22])=[C:15]2[N:16]=[CH:17][CH:18]=[CH:19][N:14]2[N:13]=1.CO.